Task: Predict the product of the given reaction.. Dataset: Forward reaction prediction with 1.9M reactions from USPTO patents (1976-2016) (1) The product is: [CH:38]1([C:41]#[C:42][C:33]2[CH:34]=[CH:35][C:30]([C:27]3[CH:26]=[C:25]([CH2:24][N:22]4[CH:23]=[C:18]5[N:17]=[C:16]([C:10]6[CH:11]=[CH:12][CH:13]=[C:14]([F:15])[C:9]=6[F:8])[N:37]=[C:19]5[CH:20]=[N:21]4)[O:29][N:28]=3)=[CH:31][CH:32]=2)[CH2:40][CH2:39]1. Given the reactants C(N(CC)CC)C.[F:8][C:9]1[C:14]([F:15])=[CH:13][CH:12]=[CH:11][C:10]=1[C:16]1[N:37]=[C:19]2[CH:20]=[N:21][N:22]([CH2:24][C:25]3[O:29][N:28]=[C:27]([C:30]4[CH:35]=[CH:34][C:33](I)=[CH:32][CH:31]=4)[CH:26]=3)[CH:23]=[C:18]2[N:17]=1.[CH:38]1([C:41]#[CH:42])[CH2:40][CH2:39]1, predict the reaction product. (2) Given the reactants [NH2:1][C:2]1[CH:7]=[CH:6][CH:5]=[C:4]([NH2:8])[N:3]=1.[Cl:9][C:10]1[CH:18]=[C:17]([Cl:19])[CH:16]=[C:15]([Cl:20])[C:11]=1[C:12](Cl)=[O:13], predict the reaction product. The product is: [NH2:8][C:4]1[N:3]=[C:2]([NH:1][C:12](=[O:13])[C:11]2[C:15]([Cl:20])=[CH:16][C:17]([Cl:19])=[CH:18][C:10]=2[Cl:9])[CH:7]=[CH:6][CH:5]=1.